From a dataset of Forward reaction prediction with 1.9M reactions from USPTO patents (1976-2016). Predict the product of the given reaction. (1) Given the reactants C(O[BH-](OC(=O)C)OC(=O)C)(=O)C.[Na+].[Cl:15][C:16]1[CH:35]=[CH:34][C:33]([CH2:36][CH2:37][CH:38]=O)=[CH:32][C:17]=1[C:18]([NH:20][CH2:21][C:22]12[CH2:31][CH:26]3[CH2:27][CH:28]([CH2:30][CH:24]([CH2:25]3)[CH2:23]1)[CH2:29]2)=[O:19].[NH2:40][CH2:41][CH2:42][CH2:43][OH:44], predict the reaction product. The product is: [Cl:15][C:16]1[CH:35]=[CH:34][C:33]([CH2:36][CH2:37][CH2:38][NH:40][CH2:41][CH2:42][CH2:43][OH:44])=[CH:32][C:17]=1[C:18]([NH:20][CH2:21][C:22]12[CH2:31][CH:26]3[CH2:27][CH:28]([CH2:30][CH:24]([CH2:25]3)[CH2:23]1)[CH2:29]2)=[O:19]. (2) Given the reactants [Si]([O:8][C:9]1[CH:22]=[CH:21][C:12]([CH2:13][N:14]2[CH2:18][C@@H:17]([CH3:19])[O:16][C:15]2=[O:20])=[CH:11][C:10]=1[F:23])(C(C)(C)C)(C)C.[F-].[K+].CC(C)([O-])C.[K+].Br[CH2:33][CH:34]1[CH2:39][CH2:38][CH2:37][CH2:36][CH2:35]1, predict the reaction product. The product is: [CH:34]1([CH2:33][O:8][C:9]2[CH:22]=[CH:21][C:12]([CH2:13][N:14]3[CH2:18][C@@H:17]([CH3:19])[O:16][C:15]3=[O:20])=[CH:11][C:10]=2[F:23])[CH2:39][CH2:38][CH2:37][CH2:36][CH2:35]1. (3) Given the reactants COC1N=C(N2C3=NC=NC(NN=CC4C=CN=CC=4)=C3C=N2)C=CC=1.[NH:27]([C:29]1[N:34]=[CH:33][N:32]=[C:31]2[N:35]([C:38]3[CH:39]=[N:40][CH:41]=[CH:42][CH:43]=3)[N:36]=[CH:37][C:30]=12)[NH2:28].[F:44][C:45]1[CH:52]=[CH:51][C:48]([CH:49]=O)=[CH:47][CH:46]=1, predict the reaction product. The product is: [N:40]1[CH:41]=[CH:42][CH:43]=[C:38]([N:35]2[C:31]3=[N:32][CH:33]=[N:34][C:29]([NH:27][N:28]=[CH:49][C:48]4[CH:51]=[CH:52][C:45]([F:44])=[CH:46][CH:47]=4)=[C:30]3[CH:37]=[N:36]2)[CH:39]=1. (4) Given the reactants [C:1]([O:5][C:6](=[O:17])[CH2:7][CH:8]1[CH2:13][CH2:12][CH:11]([C:14]([OH:16])=O)[CH2:10][CH2:9]1)([CH3:4])([CH3:3])[CH3:2].Cl.[NH2:19][CH2:20][C:21]([C:23]1[CH:28]=[CH:27][C:26]([N+:29]([O-:31])=[O:30])=[CH:25][CH:24]=1)=[O:22].F[P-](F)(F)(F)(F)F.N1(O[P+](N(C)C)(N(C)C)N(C)C)C2C=CC=CC=2N=N1.C(N(CC)CC)C, predict the reaction product. The product is: [N+:29]([C:26]1[CH:25]=[CH:24][C:23]([C:21](=[O:22])[CH2:20][NH:19][C:14]([CH:11]2[CH2:10][CH2:9][CH:8]([CH2:7][C:6]([O:5][C:1]([CH3:2])([CH3:3])[CH3:4])=[O:17])[CH2:13][CH2:12]2)=[O:16])=[CH:28][CH:27]=1)([O-:31])=[O:30].